From a dataset of Tyrosyl-DNA phosphodiesterase HTS with 341,365 compounds. Binary Classification. Given a drug SMILES string, predict its activity (active/inactive) in a high-throughput screening assay against a specified biological target. (1) The result is 0 (inactive). The compound is S(CCOc1ccc(OC)cc1)c1ncccn1. (2) The compound is O=C(c1ccc(C(C)(C)C)cc1)CC(=O)c1ccc(OC)cc1. The result is 1 (active).